From a dataset of TCR-epitope binding with 47,182 pairs between 192 epitopes and 23,139 TCRs. Binary Classification. Given a T-cell receptor sequence (or CDR3 region) and an epitope sequence, predict whether binding occurs between them. (1) The epitope is VLQAVGACV. The TCR CDR3 sequence is CASSVDSGSDYEQYF. Result: 0 (the TCR does not bind to the epitope). (2) The epitope is GTSGSPIINR. The TCR CDR3 sequence is CASSAPAGGGKEQFF. Result: 0 (the TCR does not bind to the epitope). (3) The epitope is KMQRMLLEK. The TCR CDR3 sequence is CASSLGAGLYYNEQFF. Result: 0 (the TCR does not bind to the epitope). (4) The epitope is LLFNKVTLA. The TCR CDR3 sequence is CASSLPQNYGYTF. Result: 0 (the TCR does not bind to the epitope). (5) The epitope is IPIQASLPF. The TCR CDR3 sequence is CATGGWTTYEQYF. Result: 0 (the TCR does not bind to the epitope). (6) The epitope is TTLPVNVAF. The TCR CDR3 sequence is CSARSRPVGNTIYF. Result: 0 (the TCR does not bind to the epitope). (7) The epitope is LPRRSGAAGA. The TCR CDR3 sequence is CSAPARSEPYEQYF. Result: 0 (the TCR does not bind to the epitope). (8) The epitope is RAKFKQLL. The TCR CDR3 sequence is CASTSPGNEQYF. Result: 0 (the TCR does not bind to the epitope). (9) The epitope is AVFDRKSDAK. The TCR CDR3 sequence is CASSLGREGRMDTQYF. Result: 1 (the TCR binds to the epitope).